From a dataset of Reaction yield outcomes from USPTO patents with 853,638 reactions. Predict the reaction yield, written as a fraction of the theoretical maximum amount of product (1.0 means a 100% yield; for example, 0.34 means a 34% yield). (1) The reactants are Cl[C:2]1[N:7]=[C:6]([S:8][CH2:9][CH3:10])[N:5]([C:11]2[CH:16]=[CH:15][CH:14]=[CH:13][CH:12]=2)[C:4](=[O:17])[CH:3]=1.[C:18]([O:27]C)(=[O:26])[C:19]1[C:20](=[CH:22][CH:23]=[CH:24][CH:25]=1)[NH2:21].C(=O)([O-])[O-].[K+].[K+].C1C=CC(P(C2C(C3C(P(C4C=CC=CC=4)C4C=CC=CC=4)=CC=C4C=3C=CC=C4)=C3C(C=CC=C3)=CC=2)C2C=CC=CC=2)=CC=1. The catalyst is CC(N(C)C)=O.C1C=CC(/C=C/C(/C=C/C2C=CC=CC=2)=O)=CC=1.C1C=CC(/C=C/C(/C=C/C2C=CC=CC=2)=O)=CC=1.C1C=CC(/C=C/C(/C=C/C2C=CC=CC=2)=O)=CC=1.[Pd].[Pd].CC(OC)(C)C.O. The product is [CH2:9]([S:8][C:6]1[N:5]([C:11]2[CH:16]=[CH:15][CH:14]=[CH:13][CH:12]=2)[C:4](=[O:17])[CH:3]=[C:2]([NH:21][C:20]2[CH:22]=[CH:23][CH:24]=[CH:25][C:19]=2[C:18]([OH:27])=[O:26])[N:7]=1)[CH3:10]. The yield is 0.360. (2) The reactants are B(Br)(Br)Br.[CH2:5]([C:9]1([C:14]2[CH:19]=[C:18]([O:20]C)[CH:17]=[C:16]([O:22]C)[CH:15]=2)[S:13][CH2:12][CH2:11][S:10]1)[CH2:6][CH2:7][CH3:8]. The catalyst is C(Cl)Cl. The product is [CH2:5]([C:9]1([C:14]2[CH:15]=[C:16]([OH:22])[CH:17]=[C:18]([OH:20])[CH:19]=2)[S:10][CH2:11][CH2:12][S:13]1)[CH2:6][CH2:7][CH3:8]. The yield is 0.741. (3) The reactants are C([C:3]1[CH:8]=[CH:7][N:6]=CC=1)#N.[C:9](O)(=[S:13])[CH:10]([CH3:12])O.[N:15]1[CH:20]=[CH:19]C=C[CH:16]=1.CC[OH:23]. The product is [CH3:3][C:8]1[S:13][C:9]([C:10]2[CH:19]=[CH:20][N:15]=[CH:16][CH:12]=2)=[N:6][C:7]=1[OH:23]. The yield is 0.760. No catalyst specified.